This data is from Peptide-MHC class II binding affinity with 134,281 pairs from IEDB. The task is: Regression. Given a peptide amino acid sequence and an MHC pseudo amino acid sequence, predict their binding affinity value. This is MHC class II binding data. (1) The peptide sequence is PVGFFTALAVLIECH. The MHC is DRB1_1501 with pseudo-sequence DRB1_1501. The binding affinity (normalized) is 0.812. (2) The peptide sequence is LASSCQVAFSYFPPP. The MHC is HLA-DQA10104-DQB10503 with pseudo-sequence HLA-DQA10104-DQB10503. The binding affinity (normalized) is 0.286. (3) The MHC is DRB1_0405 with pseudo-sequence DRB1_0405. The peptide sequence is ALWRVSAEEY. The binding affinity (normalized) is 0. (4) The peptide sequence is KKLAQAVMEMTYKNK. The MHC is HLA-DQA10102-DQB10501 with pseudo-sequence HLA-DQA10102-DQB10501. The binding affinity (normalized) is 0.515.